Predict the reactants needed to synthesize the given product. From a dataset of Full USPTO retrosynthesis dataset with 1.9M reactions from patents (1976-2016). (1) Given the product [C:33]([O:32][C:30]([N:27]1[C:23]2=[N:24][CH:25]=[CH:26][C:21]([NH:20][C:15]([CH:14]3[CH2:18][CH2:19][N:11]([C:9]([O:8][CH2:1][C:2]4[CH:7]=[CH:6][CH:5]=[CH:4][CH:3]=4)=[O:10])[CH2:12][CH2:13]3)=[O:16])=[C:22]2[CH:29]=[CH:28]1)=[O:31])([CH3:36])([CH3:34])[CH3:35], predict the reactants needed to synthesize it. The reactants are: [CH2:1]([O:8][C:9]([N:11]1[CH2:19][CH2:18][CH:14]([C:15](Cl)=[O:16])[CH2:13][CH2:12]1)=[O:10])[C:2]1[CH:7]=[CH:6][CH:5]=[CH:4][CH:3]=1.[NH2:20][C:21]1[CH:26]=[CH:25][N:24]=[C:23]2[N:27]([C:30]([O:32][C:33]([CH3:36])([CH3:35])[CH3:34])=[O:31])[CH:28]=[CH:29][C:22]=12.C(N(C(C)C)CC)(C)C. (2) The reactants are: [Br:1][C:2]1[CH:3]=[CH:4][C:5]([C:9]([OH:11])=O)=[C:6]([CH:8]=1)[NH2:7].BrC1C=CC=C2C=1C(O)=[N:16]N2. Given the product [Br:1][C:2]1[CH:8]=[C:6]2[C:5]([C:9]([OH:11])=[N:16][NH:7]2)=[CH:4][CH:3]=1, predict the reactants needed to synthesize it. (3) Given the product [O:1]1[C:5]2[CH:6]=[CH:7][CH:8]=[CH:9][C:4]=2[C:3]([C:10]2[C:11]([CH3:26])=[C:12]([C:24]#[N:25])[C:13]3[N:17]([C:18]=2[Cl:34])[C:16]2[CH:20]=[CH:21][CH:22]=[CH:23][C:15]=2[N:14]=3)=[CH:2]1, predict the reactants needed to synthesize it. The reactants are: [O:1]1[C:5]2[CH:6]=[CH:7][CH:8]=[CH:9][C:4]=2[C:3]([C:10]2[C:18](=O)[N:17]3[C:13]([NH:14][C:15]4[CH:23]=[CH:22][CH:21]=[CH:20][C:16]=43)=[C:12]([C:24]#[N:25])[C:11]=2[CH3:26])=[CH:2]1.C(=O)([O-])O.[Na+].P(Cl)(Cl)([Cl:34])=O.